Task: Predict the reaction yield, written as a fraction of the theoretical maximum amount of product (1.0 means a 100% yield; for example, 0.34 means a 34% yield).. Dataset: Reaction yield outcomes from USPTO patents with 853,638 reactions The reactants are [Br:1][C:2]1[CH:7]=[CH:6][C:5]([OH:8])=[C:4]([Cl:9])[C:3]=1[Cl:10].C(=O)([O-])[O-].[K+].[K+].[CH3:17][C:18]([CH3:20])=[O:19]. No catalyst specified. The product is [Br:1][C:2]1[CH:7]=[CH:6][C:5]([O:8][CH2:17][CH:18]2[CH2:20][O:19]2)=[C:4]([Cl:9])[C:3]=1[Cl:10]. The yield is 0.710.